Dataset: Full USPTO retrosynthesis dataset with 1.9M reactions from patents (1976-2016). Task: Predict the reactants needed to synthesize the given product. The reactants are: [Cl:1][C:2]1[CH:7]=[CH:6][C:5]([C:8]2[N:9]([C:17]3[CH:22]=[CH:21][C:20]([Cl:23])=[CH:19][C:18]=3[Cl:24])[C:10]([CH3:16])=[C:11]([C:13](Cl)=[O:14])[N:12]=2)=[CH:4][CH:3]=1.[NH2:25][N:26]1[CH2:31][CH2:30][CH2:29][CH2:28][CH2:27]1.C(N(CC)CC)C. Given the product [Cl:1][C:2]1[CH:7]=[CH:6][C:5]([C:8]2[N:9]([C:17]3[CH:22]=[CH:21][C:20]([Cl:23])=[CH:19][C:18]=3[Cl:24])[C:10]([CH3:16])=[C:11]([C:13]([NH:25][N:26]3[CH2:31][CH2:30][CH2:29][CH2:28][CH2:27]3)=[O:14])[N:12]=2)=[CH:4][CH:3]=1, predict the reactants needed to synthesize it.